This data is from Reaction yield outcomes from USPTO patents with 853,638 reactions. The task is: Predict the reaction yield, written as a fraction of the theoretical maximum amount of product (1.0 means a 100% yield; for example, 0.34 means a 34% yield). The reactants are [CH2:1]([C:8]1[C:17]([C:18]#[N:19])=[N:16][C:15]2[C:10](=[CH:11][CH:12]=[CH:13][CH:14]=2)[N:9]=1)[C:2]1[CH:7]=[CH:6][CH:5]=[CH:4][CH:3]=1.[CH:20]1([Mg]Br)[CH2:22][CH2:21]1.C(O)(C(F)(F)F)=O.[BH-](OC(C)=O)(OC(C)=O)OC(C)=O.[Na+]. The catalyst is C(Cl)Cl.C1COCC1. The product is [CH2:1]([C:8]1[C:17]([CH:18]([NH2:19])[CH:20]2[CH2:22][CH2:21]2)=[N:16][C:15]2[C:10]([N:9]=1)=[CH:11][CH:12]=[CH:13][CH:14]=2)[C:2]1[CH:3]=[CH:4][CH:5]=[CH:6][CH:7]=1. The yield is 0.200.